Dataset: Full USPTO retrosynthesis dataset with 1.9M reactions from patents (1976-2016). Task: Predict the reactants needed to synthesize the given product. (1) Given the product [CH:22]([OH:28])=[O:23].[C:1]([N:4]1[C:13]2[C:8](=[CH:9][C:10]([C:14]3[CH:15]=[N:16][N:17]([CH2:19][CH2:20][NH:21][CH3:22])[CH:18]=3)=[CH:11][CH:12]=2)[C@H:7]([NH:30][C:31]2[CH:36]=[CH:35][N:34]=[CH:33][CH:32]=2)[CH2:6][C@@H:5]1[CH3:37])(=[O:3])[CH3:2], predict the reactants needed to synthesize it. The reactants are: [C:1]([N:4]1[C:13]2[C:8](=[CH:9][C:10]([C:14]3[CH:15]=[N:16][N:17]([CH2:19][CH2:20][N:21](C)[C:22](=[O:28])[O:23]C(C)(C)C)[CH:18]=3)=[CH:11][CH:12]=2)[C@H:7]([NH:30][C:31]2[CH:36]=[CH:35][N:34]=[CH:33][CH:32]=2)[CH2:6][C@@H:5]1[CH3:37])(=[O:3])[CH3:2].FC(F)(F)C(O)=O. (2) Given the product [CH2:1]([C:3]1[C:4]([C:5](=[N:23][OH:24])[NH2:6])=[CH:7][CH:8]=[C:9]([CH2:11][O:12][Si:13]([CH:14]([CH3:15])[CH3:16])([CH:20]([CH3:21])[CH3:22])[CH:17]([CH3:19])[CH3:18])[N:10]=1)[CH3:2], predict the reactants needed to synthesize it. The reactants are: [CH2:1]([C:3]1[N:10]=[C:9]([CH2:11][O:12][Si:13]([CH:20]([CH3:22])[CH3:21])([CH:17]([CH3:19])[CH3:18])[CH:14]([CH3:16])[CH3:15])[CH:8]=[CH:7][C:4]=1[C:5]#[N:6])[CH3:2].[NH2:23][OH:24]. (3) The reactants are: Br[C:2]1[CH:27]=[CH:26][C:5]([CH2:6][C:7]23[C:15](=[O:16])[N:14]([C:17]4[CH:22]=[C:21]([Cl:23])[CH:20]=[C:19]([Cl:24])[CH:18]=4)[C:13](=[O:25])[N:12]2[CH2:11][CH2:10][CH2:9][CH2:8]3)=[CH:4][CH:3]=1.[N:28]1[CH:33]=[CH:32][CH:31]=[C:30](B(O)O)[CH:29]=1.[F-].[Cs+]. Given the product [N:28]1[CH:33]=[CH:32][CH:31]=[C:30]([C:2]2[CH:27]=[CH:26][C:5]([CH2:6][C:7]34[C:15](=[O:16])[N:14]([C:17]5[CH:18]=[C:19]([Cl:24])[CH:20]=[C:21]([Cl:23])[CH:22]=5)[C:13](=[O:25])[N:12]3[CH2:11][CH2:10][CH2:9][CH2:8]4)=[CH:4][CH:3]=2)[CH:29]=1, predict the reactants needed to synthesize it. (4) Given the product [C:1]([O:5][C:6]([N:8]1[CH2:13][CH2:12][N:11]([C:14]2[CH:19]=[CH:18][C:17]([I:22])=[CH:16][CH:15]=2)[CH2:10][CH2:9]1)=[O:7])([CH3:4])([CH3:3])[CH3:2], predict the reactants needed to synthesize it. The reactants are: [C:1]([O:5][C:6]([N:8]1[CH2:13][CH2:12][N:11]([C:14]2[CH:19]=[CH:18][C:17](Br)=[CH:16][CH:15]=2)[CH2:10][CH2:9]1)=[O:7])([CH3:4])([CH3:3])[CH3:2].[Na+].[I-:22].CNCCNC. (5) Given the product [NH2:1][C:2]1[CH:9]=[CH:8][C:7]([Br:10])=[CH:6][C:3]=1[C:4]([NH2:5])=[O:11], predict the reactants needed to synthesize it. The reactants are: [NH2:1][C:2]1[CH:9]=[CH:8][C:7]([Br:10])=[CH:6][C:3]=1[C:4]#[N:5].[OH-:11].[Na+].OO. (6) Given the product [O:25]=[C:26]1[CH:27]=[C:28]([CH:30]2[CH2:35][CH2:34][NH:33][CH2:32][CH2:31]2)[N:6]2[N:5]=[C:4]([C:7]3[CH:8]=[CH:9][C:10]([O:13][C:14]4[CH:19]=[CH:18][CH:17]=[CH:16][CH:15]=4)=[CH:11][CH:12]=3)[C:3]([C:20]([NH2:22])=[O:21])=[C:2]2[NH:1]1, predict the reactants needed to synthesize it. The reactants are: [NH2:1][C:2]1[NH:6][N:5]=[C:4]([C:7]2[CH:12]=[CH:11][C:10]([O:13][C:14]3[CH:19]=[CH:18][CH:17]=[CH:16][CH:15]=3)=[CH:9][CH:8]=2)[C:3]=1[C:20]([NH2:22])=[O:21].C([O:25][C:26](=O)[CH2:27][C:28]([CH:30]1[CH2:35][CH2:34][N:33](C(OC(C)(C)C)=O)[CH2:32][CH2:31]1)=O)C. (7) Given the product [C:35]([O:34][C:32]([N:17]1[CH2:18][C:19]([C:28]([O:30][CH3:31])=[O:29])([CH2:21][C:22]2[CH:27]=[CH:26][CH:25]=[CH:24][CH:23]=2)[N:20]=[C:16]1[CH:14]([NH:13][C:10](=[O:12])[CH2:9][C:4]1[CH:5]=[C:6]([F:8])[CH:7]=[C:2]([F:1])[CH:3]=1)[CH3:15])=[O:33])([CH3:37])([CH3:36])[CH3:38], predict the reactants needed to synthesize it. The reactants are: [F:1][C:2]1[CH:3]=[C:4]([CH2:9][C:10]([OH:12])=O)[CH:5]=[C:6]([F:8])[CH:7]=1.[NH2:13][CH:14]([C:16]1[N:17]([C:32]([O:34][C:35]([CH3:38])([CH3:37])[CH3:36])=[O:33])[CH2:18][C:19]([C:28]([O:30][CH3:31])=[O:29])([CH2:21][C:22]2[CH:27]=[CH:26][CH:25]=[CH:24][CH:23]=2)[N:20]=1)[CH3:15]. (8) Given the product [Cl:1][C:2]1[CH:7]=[CH:6][C:5]2[O:8][CH:20]=[C:19]([CH2:18][OH:17])[C:4]=2[CH:3]=1, predict the reactants needed to synthesize it. The reactants are: [Cl:1][C:2]1[CH:7]=[CH:6][C:5]([OH:8])=[C:4](I)[CH:3]=1.C([Si]([O:17][CH2:18][C:19]#[C:20][Si](C(C)(C)C)(C)C)(C)C)(C)(C)C.[Li+].[Cl-].C([O-])([O-])=O.[Na+].[Na+].CCCC[N+](CCCC)(CCCC)CCCC.[F-].